The task is: Predict the product of the given reaction.. This data is from Forward reaction prediction with 1.9M reactions from USPTO patents (1976-2016). (1) The product is: [CH3:20][C:18]1[N:19]=[C:5]2[C:4]([O:3][CH2:23][CH:24]=[C:25]([CH3:27])[CH3:26])=[CH:9][C:8]([N:10]3[CH:15]=[CH:14][CH:13]=[CH:12][C:11]3=[O:16])=[CH:7][N:6]2[C:17]=1[CH3:21]. Given the reactants [H-].[Na+].[OH:3][C:4]1[C:5]2[N:6]([C:17]([CH3:21])=[C:18]([CH3:20])[N:19]=2)[CH:7]=[C:8]([N:10]2[CH:15]=[CH:14][CH:13]=[CH:12][C:11]2=[O:16])[CH:9]=1.Br[CH2:23][CH:24]=[C:25]([CH3:27])[CH3:26], predict the reaction product. (2) Given the reactants [CH2:1]([O:3][C:4]1[CH:9]=[CH:8][C:7]([NH:10][C:11]2[C:16]([NH2:17])=[CH:15][N:14]=[C:13]([NH:18][C:19]3[CH:20]=[N:21][N:22]([CH2:24][CH2:25][N:26]4[CH:30]=[CH:29][CH:28]=[N:27]4)[CH:23]=3)[N:12]=2)=[CH:6][CH:5]=1)[CH3:2].[N:31]#[C:32]Br, predict the reaction product. The product is: [CH2:1]([O:3][C:4]1[CH:9]=[CH:8][C:7]([N:10]2[C:32]([NH2:31])=[N:17][C:16]3[C:11]2=[N:12][C:13]([NH:18][C:19]2[CH:20]=[N:21][N:22]([CH2:24][CH2:25][N:26]4[CH:30]=[CH:29][CH:28]=[N:27]4)[CH:23]=2)=[N:14][CH:15]=3)=[CH:6][CH:5]=1)[CH3:2]. (3) The product is: [NH:36]1[C:19]([C:16]2[N:17]=[CH:18][C:13]([C:10]3[N:9]4[CH:21]=[C:22](/[CH:24]=[CH:25]/[C:26]5[CH:35]=[CH:34][C:33]6[C:28](=[CH:29][CH:30]=[CH:31][CH:32]=6)[N:27]=5)[N:23]=[C:8]4[C:7]([N:4]4[CH2:3][CH2:2][O:1][CH2:6][CH2:5]4)=[N:12][CH:11]=3)=[CH:14][CH:15]=2)=[N:20][N:38]=[N:37]1. Given the reactants [O:1]1[CH2:6][CH2:5][N:4]([C:7]2[C:8]3[N:9]([CH:21]=[C:22](/[CH:24]=[CH:25]/[C:26]4[CH:35]=[CH:34][C:33]5[C:28](=[CH:29][CH:30]=[CH:31][CH:32]=5)[N:27]=4)[N:23]=3)[C:10]([C:13]3[CH:14]=[CH:15][C:16]([C:19]#[N:20])=[N:17][CH:18]=3)=[CH:11][N:12]=2)[CH2:3][CH2:2]1.[N-:36]=[N+:37]=[N-:38].[Na+], predict the reaction product. (4) Given the reactants [S:1]=[C:2]1[NH:7][C:6]2[NH:8][C:9](=[O:11])[CH2:10][C:5]=2[C:4](=[O:12])[N:3]1[C:13]1[CH:18]=[CH:17][C:16]([O:19][CH2:20][C:21]([F:24])([F:23])[F:22])=[CH:15][CH:14]=1.C(=O)([O-])O.[Na+].Br[CH2:31][CH:32]1[CH2:34][CH2:33]1.C(#N)C, predict the reaction product. The product is: [CH:32]1([CH2:31][S:1][C:2]2[N:3]([C:13]3[CH:14]=[CH:15][C:16]([O:19][CH2:20][C:21]([F:24])([F:23])[F:22])=[CH:17][CH:18]=3)[C:4](=[O:12])[C:5]3[CH2:10][C:9](=[O:11])[NH:8][C:6]=3[N:7]=2)[CH2:34][CH2:33]1. (5) Given the reactants [CH3:1][CH:2]([C:4]1[CH:5]=[CH:6][CH:7]=[C:8]([CH:11]([CH3:13])[CH3:12])[C:9]=1[OH:10])[CH3:3].C(N(CC)CC)C.Cl[C:22]([O:24][CH2:25][Cl:26])=[O:23], predict the reaction product. The product is: [C:22](=[O:23])([O:10][C:9]1[C:4]([CH:2]([CH3:1])[CH3:3])=[CH:5][CH:6]=[CH:7][C:8]=1[CH:11]([CH3:13])[CH3:12])[O:24][CH2:25][Cl:26].